This data is from Catalyst prediction with 721,799 reactions and 888 catalyst types from USPTO. The task is: Predict which catalyst facilitates the given reaction. Reactant: Br[C:2]1[N:6]([S:7]([C:10]2[CH:11]=[N:12][CH:13]=[CH:14][CH:15]=2)(=[O:9])=[O:8])[CH:5]=[C:4]([CH2:16][N:17]([CH3:25])[C:18](=[O:24])[O:19][C:20]([CH3:23])([CH3:22])[CH3:21])[CH:3]=1.[C:26]([C:28]1[CH:33]=[CH:32][C:31](B(O)O)=[CH:30][CH:29]=1)#[N:27].C(=O)([O-])[O-].[Na+].[Na+]. Product: [C:26]([C:28]1[CH:33]=[CH:32][C:31]([C:2]2[N:6]([S:7]([C:10]3[CH:11]=[N:12][CH:13]=[CH:14][CH:15]=3)(=[O:9])=[O:8])[CH:5]=[C:4]([CH2:16][N:17]([CH3:25])[C:18](=[O:24])[O:19][C:20]([CH3:23])([CH3:22])[CH3:21])[CH:3]=2)=[CH:30][CH:29]=1)#[N:27]. The catalyst class is: 73.